From a dataset of Reaction yield outcomes from USPTO patents with 853,638 reactions. Predict the reaction yield, written as a fraction of the theoretical maximum amount of product (1.0 means a 100% yield; for example, 0.34 means a 34% yield). (1) The reactants are [Cl:1][C:2]1[CH:7]=[CH:6][NH:5][C:4](=[O:8])[C:3]=1[N+:9]([O-:11])=[O:10].[H-].[Na+].I[CH3:15]. The catalyst is CN(C)C=O. The product is [Cl:1][C:2]1[CH:7]=[CH:6][N:5]([CH3:15])[C:4](=[O:8])[C:3]=1[N+:9]([O-:11])=[O:10]. The yield is 0.940. (2) The reactants are [I:1][C:2]1[CH:7]=[CH:6][CH:5]=[CH:4][C:3]=1[CH2:8][CH:9]([NH:15][CH3:16])[C:10]([O:12][CH2:13][CH3:14])=[O:11].[C:17]([O:21][C:22]([CH2:24][NH:25][CH:26]([CH2:30][C:31]1[CH:36]=[CH:35][CH:34]=[CH:33][CH:32]=1)[C:27](O)=[O:28])=[O:23])([CH3:20])([CH3:19])[CH3:18].C(N(C(C)C)C(C)C)C.CCN=C=NCCCN(C)C. The catalyst is C1COCC1. The product is [C:17]([O:21][C:22]([CH2:24][NH:25][CH:26]([CH2:30][C:31]1[CH:32]=[CH:33][CH:34]=[CH:35][CH:36]=1)[C:27]([CH2:16][NH:15][CH:9]([CH2:8][C:3]1[CH:4]=[CH:5][CH:6]=[CH:7][C:2]=1[I:1])[C:10]([O:12][CH2:13][CH3:14])=[O:11])=[O:28])=[O:23])([CH3:20])([CH3:18])[CH3:19]. The yield is 0.560. (3) The reactants are [F:1][C:2]1[C:7]([F:8])=[CH:6][CH:5]=[C:4]([F:9])[N:3]=1.[N+:10]([O-])([OH:12])=[O:11].S(=O)(=O)(O)O. No catalyst specified. The product is [F:1][C:2]1[C:7]([F:8])=[CH:6][C:5]([N+:10]([O-:12])=[O:11])=[C:4]([F:9])[N:3]=1. The yield is 0.570. (4) The reactants are [C:1](Cl)(=[O:8])[C:2]1[CH:7]=[CH:6][CH:5]=[CH:4][CH:3]=1.[NH2:10][C:11]1[CH:16]=[C:15]([CH2:17][C:18]([C:20]2[CH:25]=[CH:24][C:23]([O:26][CH3:27])=[CH:22][CH:21]=2)=[O:19])[CH:14]=[CH:13][N:12]=1.O. The catalyst is CN(C)C1C=CN=CC=1.CN(C)C(=O)C. The product is [C:1]([NH:10][C:11]1[CH:16]=[C:15]([CH2:17][C:18]([C:20]2[CH:25]=[CH:24][C:23]([O:26][CH3:27])=[CH:22][CH:21]=2)=[O:19])[CH:14]=[CH:13][N:12]=1)(=[O:8])[C:2]1[CH:7]=[CH:6][CH:5]=[CH:4][CH:3]=1. The yield is 0.570. (5) The reactants are [C:1]([C:5]1[CH:10]=[C:9]([C:11]2[N:12]=[C:13]([CH2:16][N:17]([CH3:27])C3C=CC(N(C)C)=CC=3)[S:14][CH:15]=2)[CH:8]=[C:7]([C:28]([CH3:31])([CH3:30])[CH3:29])[C:6]=1[OH:32])([CH3:4])([CH3:3])[CH3:2].[N+:33]([C:36]1[CH:43]=[CH:42][C:39](C=O)=[CH:38][CH:37]=1)([O-:35])=[O:34].CO.[BH4-].[Na+]. The catalyst is O. The product is [C:1]([C:5]1[CH:10]=[C:9]([C:11]2[N:12]=[C:13]([CH2:16][NH:17][CH2:27][C:39]3[CH:42]=[CH:43][C:36]([N+:33]([O-:35])=[O:34])=[CH:37][CH:38]=3)[S:14][CH:15]=2)[CH:8]=[C:7]([C:28]([CH3:31])([CH3:30])[CH3:29])[C:6]=1[OH:32])([CH3:3])([CH3:4])[CH3:2]. The yield is 0.550. (6) The reactants are [Br:1][C:2]1[C:3]2[CH:4]=[C:5]3[CH2:14][NH:13][CH2:12][CH2:11][N:6]3[C:7]=2[CH:8]=[CH:9][CH:10]=1.FC(F)(F)C(O)=O.[BH4-].[Na+].[OH-].[Na+]. The catalyst is C1COCC1. The product is [Br:1][C:2]1[C:3]2[CH2:4][CH:5]3[CH2:14][NH:13][CH2:12][CH2:11][N:6]3[C:7]=2[CH:8]=[CH:9][CH:10]=1. The yield is 0.680.